From a dataset of Reaction yield outcomes from USPTO patents with 853,638 reactions. Predict the reaction yield, written as a fraction of the theoretical maximum amount of product (1.0 means a 100% yield; for example, 0.34 means a 34% yield). (1) The reactants are [N:1]1[CH:6]=[CH:5][CH:4]=[CH:3][C:2]=1/[CH:7]=[N:8]/[C:9]1[CH:17]=[CH:16][CH:15]=[C:14]2[C:10]=1[CH2:11][O:12][C:13]2=[O:18].[CH:19](=O)[C:20]1[CH:25]=[CH:24][CH:23]=[CH:22][CH:21]=1.[CH3:27][O-:28].[Na+]. The catalyst is C(OCC)(=O)CC. The product is [O:28]=[C:27]1[C:10]2[C:14]([C:13]([O:12][CH3:11])=[O:18])=[CH:15][CH:16]=[CH:17][C:9]=2[NH:8][CH:7]([C:2]2[CH:3]=[CH:4][CH:5]=[CH:6][N:1]=2)[CH:19]1[C:20]1[CH:25]=[CH:24][CH:23]=[CH:22][CH:21]=1. The yield is 0.0500. (2) The reactants are FC(F)(F)C(O)=O.[CH3:8][O:9][C:10]1[CH:54]=[CH:53][C:13]([CH2:14][N:15]([CH2:44][C:45]2[CH:50]=[CH:49][C:48]([O:51][CH3:52])=[CH:47][CH:46]=2)[C:16]2[N:21]=[C:20]([CH3:22])[N:19]=[C:18]([C:23]3[CH:24]=[C:25]([CH2:30][N:31]4[CH2:36][CH2:35][N:34](C(OC(C)(C)C)=O)[CH2:33][CH2:32]4)[CH:26]=[N:27][C:28]=3[F:29])[CH:17]=2)=[CH:12][CH:11]=1.C(N(CC)CC)C.[CH3:62][S:63](Cl)(=[O:65])=[O:64]. The catalyst is ClCCl. The product is [F:29][C:28]1[C:23]([C:18]2[N:19]=[C:20]([CH3:22])[N:21]=[C:16]([N:15]([CH2:44][C:45]3[CH:50]=[CH:49][C:48]([O:51][CH3:52])=[CH:47][CH:46]=3)[CH2:14][C:13]3[CH:53]=[CH:54][C:10]([O:9][CH3:8])=[CH:11][CH:12]=3)[CH:17]=2)=[CH:24][C:25]([CH2:30][N:31]2[CH2:36][CH2:35][N:34]([S:63]([CH3:62])(=[O:65])=[O:64])[CH2:33][CH2:32]2)=[CH:26][N:27]=1. The yield is 0.880. (3) The reactants are [NH2:1][C:2]1[C:3]([CH3:12])=[N:4][C:5]2[C:10]([CH:11]=1)=[CH:9][CH:8]=[CH:7][CH:6]=2.[CH3:13][CH:14]([CH3:33])[CH2:15][CH:16]([C:22]1[CH:32]=[CH:31][C:25]([C:26]([O:28][CH2:29][CH3:30])=[O:27])=[CH:24][CH:23]=1)OS(C)(=O)=O.C(=O)([O-])[O-].[K+].[K+].[Cl-].[Na+]. The catalyst is C(#N)C. The product is [CH3:33][CH:14]([CH3:13])[CH2:15][CH:16]([C:22]1[CH:23]=[CH:24][C:25]([C:26]([O:28][CH2:29][CH3:30])=[O:27])=[CH:31][CH:32]=1)[NH:1][C:2]1[C:3]([CH3:12])=[N:4][C:5]2[C:10]([CH:11]=1)=[CH:9][CH:8]=[CH:7][CH:6]=2. The yield is 0.120. (4) The reactants are FC(F)(F)S(O[C:7]1[CH:12]=[CH:11][C:10]([N+:13]([O-:15])=[O:14])=[C:9]([F:16])[CH:8]=1)(=O)=O.[CH:19]1(B(O)O)[CH2:21][CH2:20]1.ClCCl.C(=O)([O-])[O-].[Cs+].[Cs+].O. The catalyst is C1(C)C=CC=CC=1.C1C=CC(P(C2C=CC=CC=2)[C-]2C=CC=C2)=CC=1.C1C=CC(P(C2C=CC=CC=2)[C-]2C=CC=C2)=CC=1.Cl[Pd]Cl.[Fe+2]. The product is [CH:19]1([C:7]2[CH:12]=[CH:11][C:10]([N+:13]([O-:15])=[O:14])=[C:9]([F:16])[CH:8]=2)[CH2:21][CH2:20]1. The yield is 0.917.